From a dataset of Peptide-MHC class II binding affinity with 134,281 pairs from IEDB. Regression. Given a peptide amino acid sequence and an MHC pseudo amino acid sequence, predict their binding affinity value. This is MHC class II binding data. (1) The peptide sequence is SKFMQEINIEEQEYQ. The MHC is DRB1_0301 with pseudo-sequence DRB1_0301. The binding affinity (normalized) is 0.596. (2) The peptide sequence is GWYLVAATAAAATLR. The MHC is DRB1_1602 with pseudo-sequence DRB1_1602. The binding affinity (normalized) is 0.901. (3) The peptide sequence is QIDAFIANAGATADS. The MHC is HLA-DQA10401-DQB10402 with pseudo-sequence HLA-DQA10401-DQB10402. The binding affinity (normalized) is 0.626. (4) The peptide sequence is RLEDEMKEGRYEVRA. The MHC is HLA-DQA10101-DQB10501 with pseudo-sequence HLA-DQA10101-DQB10501. The binding affinity (normalized) is 0.129. (5) The peptide sequence is ALSRVHSMFLGTGGS. The MHC is HLA-DPA10103-DPB10401 with pseudo-sequence HLA-DPA10103-DPB10401. The binding affinity (normalized) is 0.488. (6) The peptide sequence is SQDCELSWNLNGLQAY. The MHC is HLA-DQA10301-DQB10302 with pseudo-sequence HLA-DQA10301-DQB10302. The binding affinity (normalized) is 0.598.